Dataset: NCI-60 drug combinations with 297,098 pairs across 59 cell lines. Task: Regression. Given two drug SMILES strings and cell line genomic features, predict the synergy score measuring deviation from expected non-interaction effect. (1) Drug 1: CCCCC(=O)OCC(=O)C1(CC(C2=C(C1)C(=C3C(=C2O)C(=O)C4=C(C3=O)C=CC=C4OC)O)OC5CC(C(C(O5)C)O)NC(=O)C(F)(F)F)O. Cell line: CCRF-CEM. Synergy scores: CSS=57.7, Synergy_ZIP=0.618, Synergy_Bliss=1.19, Synergy_Loewe=-13.9, Synergy_HSA=0.600. Drug 2: COC1=C2C(=CC3=C1OC=C3)C=CC(=O)O2. (2) Drug 1: C1=C(C(=O)NC(=O)N1)N(CCCl)CCCl. Drug 2: COC1=NC(=NC2=C1N=CN2C3C(C(C(O3)CO)O)O)N. Cell line: SK-MEL-2. Synergy scores: CSS=9.60, Synergy_ZIP=-0.254, Synergy_Bliss=9.36, Synergy_Loewe=0.354, Synergy_HSA=3.92. (3) Drug 1: C1CC(=O)NC(=O)C1N2CC3=C(C2=O)C=CC=C3N. Drug 2: C1CC(C1)(C(=O)O)C(=O)O.[NH2-].[NH2-].[Pt+2]. Cell line: HCT-15. Synergy scores: CSS=16.0, Synergy_ZIP=-4.07, Synergy_Bliss=1.99, Synergy_Loewe=0.625, Synergy_HSA=0.654. (4) Cell line: EKVX. Drug 2: B(C(CC(C)C)NC(=O)C(CC1=CC=CC=C1)NC(=O)C2=NC=CN=C2)(O)O. Drug 1: C1=CC=C(C(=C1)C(C2=CC=C(C=C2)Cl)C(Cl)Cl)Cl. Synergy scores: CSS=55.8, Synergy_ZIP=1.88, Synergy_Bliss=1.17, Synergy_Loewe=-53.2, Synergy_HSA=-1.08. (5) Drug 1: CC12CCC3C(C1CCC2O)C(CC4=C3C=CC(=C4)O)CCCCCCCCCS(=O)CCCC(C(F)(F)F)(F)F. Drug 2: N.N.Cl[Pt+2]Cl. Cell line: CAKI-1. Synergy scores: CSS=27.5, Synergy_ZIP=-9.04, Synergy_Bliss=-5.29, Synergy_Loewe=-10.1, Synergy_HSA=-6.63. (6) Drug 1: C1CN1P(=S)(N2CC2)N3CC3. Drug 2: CCC(=C(C1=CC=CC=C1)C2=CC=C(C=C2)OCCN(C)C)C3=CC=CC=C3.C(C(=O)O)C(CC(=O)O)(C(=O)O)O. Cell line: SF-539. Synergy scores: CSS=9.75, Synergy_ZIP=0.381, Synergy_Bliss=3.01, Synergy_Loewe=-3.38, Synergy_HSA=-0.234. (7) Drug 1: C1CN1P(=S)(N2CC2)N3CC3. Drug 2: CC=C1C(=O)NC(C(=O)OC2CC(=O)NC(C(=O)NC(CSSCCC=C2)C(=O)N1)C(C)C)C(C)C. Cell line: UACC62. Synergy scores: CSS=87.2, Synergy_ZIP=-0.784, Synergy_Bliss=-1.08, Synergy_Loewe=3.07, Synergy_HSA=5.05.